Dataset: Forward reaction prediction with 1.9M reactions from USPTO patents (1976-2016). Task: Predict the product of the given reaction. (1) Given the reactants [Cl:1][C:2]1[CH:7]=[CH:6][C:5]([C:8]2[CH:13]=[C:12]([CH3:14])[N:11]=[C:10]([N:15]3[CH:19]=[C:18](I)[N:17]=[CH:16]3)[CH:9]=2)=[CH:4][CH:3]=1.[NH2:21][C:22]1[CH:27]=[CH:26][C:25](B2OC(C)(C)C(C)(C)O2)=[CH:24][N:23]=1, predict the reaction product. The product is: [Cl:1][C:2]1[CH:7]=[CH:6][C:5]([C:8]2[CH:13]=[C:12]([CH3:14])[N:11]=[C:10]([N:15]3[CH:19]=[C:18]([C:25]4[CH:26]=[CH:27][C:22]([NH2:21])=[N:23][CH:24]=4)[N:17]=[CH:16]3)[CH:9]=2)=[CH:4][CH:3]=1. (2) Given the reactants [CH3:1][C@H:2]([C:9]([OH:11])=[O:10])[CH2:3][C@H:4]([C:6]([OH:8])=[O:7])[NH2:5].[Na].[S].C(NC(C(OCC)=O)C(OCC)=O)(=O)C.C(OC)(=O)C(C)=C, predict the reaction product. The product is: [CH3:1][C@@H:2]([C:9]([OH:11])=[O:10])[CH2:3][C@@H:4]([C:6]([OH:8])=[O:7])[NH2:5]. (3) The product is: [F:1][C:2]1[CH:3]=[C:4]([CH:13]2[C:18](=[O:19])[CH2:17][CH2:16][O:15][CH2:14]2)[CH:5]=[CH:6][C:7]=1[F:8]. Given the reactants [F:1][C:2]1[CH:3]=[C:4](B(O)O)[CH:5]=[CH:6][C:7]=1[F:8].I[CH:13]1[C:18](OC)([O:19]C)[CH2:17][CH2:16][O:15][CH2:14]1, predict the reaction product. (4) The product is: [CH:22]1[C:23]2[NH:11][C:12]3[C:17](=[CH:16][CH:15]=[CH:14][CH:13]=3)[C:18]=2[CH:19]=[C:20]([N:24]2[C:32]3[C:27](=[CH:28][CH:29]=[CH:30][CH:31]=3)[C:26]3[CH:33]=[CH:34][CH:35]=[N:36][C:25]2=3)[CH:21]=1. Given the reactants S([N:11]1[C:23]2[CH:22]=[CH:21][C:20]([N:24]3[C:32]4[C:27](=[CH:28][CH:29]=[CH:30][CH:31]=4)[C:26]4[CH:33]=[CH:34][CH:35]=[N:36][C:25]3=4)=[CH:19][C:18]=2[C:17]2[C:12]1=[CH:13][CH:14]=[CH:15][CH:16]=2)(C1C=CC(C)=CC=1)(=O)=O.[OH-].[Na+], predict the reaction product. (5) The product is: [CH3:16][O:17][C:18]([C:20]1[N:21]([CH3:26])[N:22]=[C:23]([O:14][CH2:13][C:12]2[N:8]([C:5]3[CH:4]=[CH:3][C:2]([F:1])=[CH:7][CH:6]=3)[N:9]=[N:10][C:11]=2[CH3:15])[CH:24]=1)=[O:19]. Given the reactants [F:1][C:2]1[CH:7]=[CH:6][C:5]([N:8]2[C:12]([CH2:13][OH:14])=[C:11]([CH3:15])[N:10]=[N:9]2)=[CH:4][CH:3]=1.[CH3:16][O:17][C:18]([C:20]1[N:21]([CH3:26])[N:22]=[C:23](O)[CH:24]=1)=[O:19].C1(P(C2C=CC=CC=2)C2C=CC=CC=2)C=CC=CC=1.N(C(OCC)=O)=NC(OCC)=O, predict the reaction product.